Dataset: Retrosynthesis with 50K atom-mapped reactions and 10 reaction types from USPTO. Task: Predict the reactants needed to synthesize the given product. (1) Given the product CC(=O)NCc1ccc2c(c1)N(C1CCN(CCc3ccc(Cl)cc3)CC1)CC2, predict the reactants needed to synthesize it. The reactants are: CC(=O)NCc1ccc2c(c1)N(C1CCNCC1)CC2.Clc1ccc(CCBr)cc1. (2) Given the product ClCCCc1c[nH]c2ccc(Br)cc12, predict the reactants needed to synthesize it. The reactants are: NNc1ccc(Br)cc1.O=CCCCCCl. (3) Given the product COc1ccc(C(O)C#Cc2cccc3c2/C(=C/c2[nH]ccc2OC)C(=O)N3)cc1, predict the reactants needed to synthesize it. The reactants are: C#CC(O)c1ccc(OC)cc1.COc1cc[nH]c1/C=C1\C(=O)Nc2cccc(Br)c21. (4) Given the product CCCCC(CO)Cc1ccc(OC)c(OC)c1, predict the reactants needed to synthesize it. The reactants are: CCCCC(Cc1ccc(OC)c(OC)c1)C(=O)OCC. (5) Given the product CNC(=O)c1cccc(F)c1Nc1nc(Nc2ccc3c(c2)CNC(=O)CCN3C(C)=O)ncc1Cl, predict the reactants needed to synthesize it. The reactants are: CC(=O)N1CCC(=O)NCc2cc(N)ccc21.CNC(=O)c1cccc(F)c1Nc1nc(Cl)ncc1Cl. (6) Given the product CN1CCC(=O)N(c2ccccc2)c2cc(Cl)ccc21, predict the reactants needed to synthesize it. The reactants are: CI.O=C1CCNc2ccc(Cl)cc2N1c1ccccc1. (7) Given the product CC(=O)Nc1ccccc1C1OC(=O)NC1=O, predict the reactants needed to synthesize it. The reactants are: CC(=O)[O-].Nc1ccccc1C1OC(=O)NC1=O. (8) Given the product CC1(O)CN(C(c2ccccc2)c2ccccc2)C1, predict the reactants needed to synthesize it. The reactants are: C[Mg+].O=C1CN(C(c2ccccc2)c2ccccc2)C1. (9) Given the product CCCC[Sn](CCCC)(CCCC)c1cc(C(=O)NC)ccn1, predict the reactants needed to synthesize it. The reactants are: CCCC[Sn](Cl)(CCCC)CCCC.CNC(=O)c1ccnc(I)c1. (10) Given the product NS(=O)(=O)c1cccc(CCCCOCCCCCCNCc2ccccc2)c1, predict the reactants needed to synthesize it. The reactants are: NCc1ccccc1.NS(=O)(=O)c1cccc(CCCCOCCCCCCBr)c1.